From a dataset of Catalyst prediction with 721,799 reactions and 888 catalyst types from USPTO. Predict which catalyst facilitates the given reaction. (1) Reactant: [CH:1]1([CH2:4][C:5]2[NH:6][C:7]([I:11])=[C:8]([I:10])[N:9]=2)[CH2:3][CH2:2]1.Br[CH2:13][CH2:14][NH:15][C:16]([O:18][C:19]([CH3:22])([CH3:21])[CH3:20])=[O:17]. Product: [C:19]([O:18][C:16](=[O:17])[NH:15][CH2:14][CH2:13][N:6]1[C:7]([I:11])=[C:8]([I:10])[N:9]=[C:5]1[CH2:4][CH:1]1[CH2:2][CH2:3]1)([CH3:22])([CH3:21])[CH3:20]. The catalyst class is: 61. (2) Reactant: C(OC([N:8]1[C:13]2[CH:14]=[C:15]([Cl:42])[CH:16]=[C:17]([C:18]3[CH:19]=[N:20][N:21](C(C4C=CC=CC=4)(C4C=CC=CC=4)C4C=CC=CC=4)[CH:22]=3)[C:12]=2[O:11][CH:10]([C:43]([N:45]2[CH2:50][CH2:49][C:48]([C:59]#[N:60])([CH2:51][C:52]3[CH:57]=[CH:56][C:55]([F:58])=[CH:54][CH:53]=3)[CH2:47][CH2:46]2)=[O:44])[CH2:9]1)=O)(C)(C)C.C(O)(C(F)(F)F)=O. Product: [Cl:42][C:15]1[CH:16]=[C:17]([C:18]2[CH:22]=[N:21][NH:20][CH:19]=2)[C:12]2[O:11][CH:10]([C:43]([N:45]3[CH2:50][CH2:49][C:48]([CH2:51][C:52]4[CH:57]=[CH:56][C:55]([F:58])=[CH:54][CH:53]=4)([C:59]#[N:60])[CH2:47][CH2:46]3)=[O:44])[CH2:9][NH:8][C:13]=2[CH:14]=1. The catalyst class is: 2. (3) Reactant: [F:1][C:2]1[CH:7]=[CH:6][C:5]([C:8]2[CH:9]=[CH:10][C:11]3[N:12]=[C:13]([NH:19][C:20](=[O:22])[CH3:21])[NH:14][C:15](=O)[C:16]=3[N:17]=2)=[CH:4][CH:3]=1.CCN(C(C)C)C(C)C.O=P(Cl)(Cl)[Cl:34]. Product: [Cl:34][C:15]1[C:16]2[N:17]=[C:8]([C:5]3[CH:6]=[CH:7][C:2]([F:1])=[CH:3][CH:4]=3)[CH:9]=[CH:10][C:11]=2[N:12]=[C:13]([NH:19][C:20](=[O:22])[CH3:21])[N:14]=1. The catalyst class is: 12. (4) Reactant: [O:1]=[C:2]1[CH2:7][C@@H:6]2[CH2:8][C@H:3]1[CH2:4][C@:5]2([C:11]1[CH:16]=[CH:15][CH:14]=[CH:13][CH:12]=1)[C:9]#[N:10].[BH4-].[Na+].[Na+].[Cl-].Cl. Product: [OH:1][CH:2]1[CH2:7][C@@H:6]2[CH2:8][C@H:3]1[CH2:4][C@:5]2([C:11]1[CH:16]=[CH:15][CH:14]=[CH:13][CH:12]=1)[C:9]#[N:10]. The catalyst class is: 8. (5) Reactant: [O:1]1[CH2:6][CH2:5][CH2:4][CH2:3][CH:2]1[O:7][NH:8][C:9]([C:11]1[CH:20]=[C:19]2[C:14]([CH2:15][CH2:16][NH:17][CH2:18]2)=[CH:13][CH:12]=1)=[O:10].[N:21]1[CH:26]=[CH:25][CH:24]=[C:23]([CH2:27][C:28](O)=[O:29])[CH:22]=1.C1C=CC2N(O)N=NC=2C=1.C(Cl)CCl. Product: [N:21]1[CH:26]=[CH:25][CH:24]=[C:23]([CH2:27][C:28]([N:17]2[CH2:16][CH2:15][C:14]3[C:19](=[CH:20][C:11]([C:9]([NH:8][O:7][CH:2]4[CH2:3][CH2:4][CH2:5][CH2:6][O:1]4)=[O:10])=[CH:12][CH:13]=3)[CH2:18]2)=[O:29])[CH:22]=1. The catalyst class is: 338. (6) Product: [CH:28]([OH:30])=[O:29].[CH3:39][NH:35][C:28]([C:25]1[CH2:24][CH2:23][NH:22][C:21]2[N:20]=[CH:19][N:18]=[C:17]([NH:16][C:4]3[CH:5]=[CH:6][C:7]([O:8][C:9]4[CH:10]=[N:11][C:12]([CH3:15])=[CH:13][CH:14]=4)=[C:2]([CH3:1])[CH:3]=3)[C:27]=2[CH:26]=1)=[O:30]. The catalyst class is: 9. Reactant: [CH3:1][C:2]1[CH:3]=[C:4]([NH:16][C:17]2[C:27]3[CH:26]=[C:25]([C:28]([OH:30])=[O:29])[CH2:24][CH2:23][NH:22][C:21]=3[N:20]=[CH:19][N:18]=2)[CH:5]=[CH:6][C:7]=1[O:8][C:9]1[CH:10]=[N:11][C:12]([CH3:15])=[CH:13][CH:14]=1.Cl.CN.O[N:35]1[C:39]2C=CC=CC=2N=N1.Cl.C(N=C=NCCCN(C)C)C.S(C1C=CC(C)=CC=1)(=O)=O. (7) Reactant: [F:1][C:2]([F:9])([F:8])/[CH:3]=[CH:4]/[C:5](O)=[O:6].C(Cl)(=O)C(Cl)=O.[CH3:16][C:17]1[CH:26]=[C:25]([N:27]2[CH2:32][CH2:31][NH:30][CH2:29][CH:28]2[CH2:33][C:34]([O:36][CH3:37])=[O:35])[C:24]2[C:19](=[CH:20][CH:21]=[CH:22][CH:23]=2)[N:18]=1.C(N(C(C)C)CC)(C)C. Product: [CH3:16][C:17]1[CH:26]=[C:25]([N:27]2[CH2:32][CH2:31][N:30]([C:5](=[O:6])/[CH:4]=[CH:3]/[C:2]([F:9])([F:8])[F:1])[CH2:29][CH:28]2[CH2:33][C:34]([O:36][CH3:37])=[O:35])[C:24]2[C:19](=[CH:20][CH:21]=[CH:22][CH:23]=2)[N:18]=1. The catalyst class is: 59. (8) Reactant: [Br:1][C:2]1[CH:7]=[CH:6][C:5]([N:8]2[C:12]([CH3:13])=[C:11]([CH2:14][C:15]3[CH:24]=[CH:23][C:18]([C:19]([O:21]C)=[O:20])=[CH:17][CH:16]=3)[C:10]([CH3:25])=[N:9]2)=[CH:4][C:3]=1[Cl:26].C(OCC)(=O)C.O.[OH-].[Li+].Cl. Product: [Br:1][C:2]1[CH:7]=[CH:6][C:5]([N:8]2[C:12]([CH3:13])=[C:11]([CH2:14][C:15]3[CH:24]=[CH:23][C:18]([C:19]([OH:21])=[O:20])=[CH:17][CH:16]=3)[C:10]([CH3:25])=[N:9]2)=[CH:4][C:3]=1[Cl:26]. The catalyst class is: 20.